From a dataset of Catalyst prediction with 721,799 reactions and 888 catalyst types from USPTO. Predict which catalyst facilitates the given reaction. (1) Reactant: [Cl:1][C:2]1[CH:7]=[CH:6][C:5]([N+:8]([O-:10])=[O:9])=[CH:4][C:3]=1[CH3:11].[Br:12]N1C(=O)CCC1=O.C(OOC(=O)C1C=CC=CC=1)(=O)C1C=CC=CC=1. Product: [Br:12][CH2:11][C:3]1[CH:4]=[C:5]([N+:8]([O-:10])=[O:9])[CH:6]=[CH:7][C:2]=1[Cl:1]. The catalyst class is: 53. (2) Reactant: [OH:1][CH2:2][C:3]([C:6]1[S:10][C:9]([C:11]([OH:13])=[O:12])=[CH:8][CH:7]=1)([CH3:5])[CH3:4].[C:14]([O-])([O-])=O.[K+].[K+].IC.O. Product: [CH3:14][O:12][C:11]([C:9]1[S:10][C:6]([C:3]([CH3:4])([CH3:5])[CH2:2][OH:1])=[CH:7][CH:8]=1)=[O:13]. The catalyst class is: 3.